Dataset: Catalyst prediction with 721,799 reactions and 888 catalyst types from USPTO. Task: Predict which catalyst facilitates the given reaction. (1) Reactant: [CH3:1][O:2][C:3]1[CH:8]=[CH:7][C:6]([C:9]2([CH2:15][C:16]([OH:18])=O)[CH2:14][CH2:13][CH2:12][CH2:11][CH2:10]2)=[CH:5][CH:4]=1.Cl.[CH3:20][NH:21][O:22][CH3:23].C(N1C=CN=C1)(N1C=CN=C1)=O.Cl. Product: [CH3:23][O:22][N:21]([CH3:20])[C:16](=[O:18])[CH2:15][C:9]1([C:6]2[CH:5]=[CH:4][C:3]([O:2][CH3:1])=[CH:8][CH:7]=2)[CH2:10][CH2:11][CH2:12][CH2:13][CH2:14]1. The catalyst class is: 46. (2) The catalyst class is: 23. Reactant: [N:1]12[CH2:7][C:4]([C:8]([C:16]3[CH:21]=[CH:20][CH:19]=[CH:18][CH:17]=3)([C:10]3[CH:15]=[CH:14][CH:13]=[CH:12][CH:11]=3)[OH:9])([CH2:5][CH2:6]1)[CH2:3][CH2:2]2.[Br:22][CH3:23]. Product: [Br-:22].[OH:9][C:8]([C:16]1[CH:21]=[CH:20][CH:19]=[CH:18][CH:17]=1)([C:10]1[CH:15]=[CH:14][CH:13]=[CH:12][CH:11]=1)[C:4]12[CH2:7][N+:1]([CH3:23])([CH2:6][CH2:5]1)[CH2:2][CH2:3]2. (3) Reactant: [CH3:1][C:2]1[N:3]=[C:4]2[S:21][CH:20]=[CH:19][N:5]2[C:6](=[O:18])[C:7]=1[C:8]1[CH:13]=[CH:12][C:11]([C:14]([F:17])([F:16])[F:15])=[CH:10][CH:9]=1.[CH:22]1([CH2:25][O:26][C:27]2[CH:28]=[C:29]([CH:32]=[CH:33][C:34]=2[O:35][CH3:36])[CH:30]=O)[CH2:24][CH2:23]1.[O-]CC.[Na+]. Product: [CH:22]1([CH2:25][O:26][C:27]2[CH:28]=[C:29](/[CH:30]=[CH:1]/[C:2]3[N:3]=[C:4]4[S:21][CH:20]=[CH:19][N:5]4[C:6](=[O:18])[C:7]=3[C:8]3[CH:13]=[CH:12][C:11]([C:14]([F:17])([F:15])[F:16])=[CH:10][CH:9]=3)[CH:32]=[CH:33][C:34]=2[O:35][CH3:36])[CH2:23][CH2:24]1. The catalyst class is: 8. (4) Product: [CH2:8]([B:12]1[O:7][CH2:6][CH2:5][NH:1][CH2:2][CH2:3][O:4]1)[CH2:9][CH2:10][CH3:11]. Reactant: [NH:1]([CH2:5][CH2:6][OH:7])[CH2:2][CH2:3][OH:4].[CH2:8]([B:12](O)O)[CH2:9][CH2:10][CH3:11]. The catalyst class is: 158.